This data is from Forward reaction prediction with 1.9M reactions from USPTO patents (1976-2016). The task is: Predict the product of the given reaction. (1) The product is: [CH3:2][C:3]([CH3:4])=[CH:32][C@@H:29]1[CH2:30][NH:31][C:27](=[O:26])[CH2:28]1. Given the reactants [Li][CH2:2][CH2:3][CH2:4]C.[I-].C1([PH+](C2C=CC=CC=2)C2C=CC=CC=2)C=CC=CC=1.[O:26]=[C:27]1[NH:31][CH2:30][C@@H:29]([CH:32]=O)[CH2:28]1, predict the reaction product. (2) Given the reactants FC(F)(F)C(O)=O.[CH2:8]([O:10][CH2:11][C:12]1[N:13]([CH2:25][C:26]([NH:29][C:30](=[O:44])[CH2:31][CH2:32][CH2:33][CH2:34][CH2:35][NH:36]C(=O)OC(C)(C)C)([CH3:28])[CH3:27])[C:14]2[C:23]3[CH:22]=[CH:21][CH:20]=[CH:19][C:18]=3[N:17]=[CH:16][C:15]=2[N:24]=1)[CH3:9], predict the reaction product. The product is: [NH2:36][CH2:35][CH2:34][CH2:33][CH2:32][CH2:31][C:30]([NH:29][C:26]([CH3:27])([CH3:28])[CH2:25][N:13]1[C:14]2[C:23]3[CH:22]=[CH:21][CH:20]=[CH:19][C:18]=3[N:17]=[CH:16][C:15]=2[N:24]=[C:12]1[CH2:11][O:10][CH2:8][CH3:9])=[O:44]. (3) Given the reactants C[Si]([C:5]#[C:6][C:7]1[CH:12]=[CH:11][CH:10]=[CH:9][C:8]=1[CH2:13][CH2:14][NH:15][C:16](=[O:18])[CH3:17])(C)C.C1C(=O)N([Br:26])C(=O)C1, predict the reaction product. The product is: [Br:26][C:5]#[C:6][C:7]1[CH:12]=[CH:11][CH:10]=[CH:9][C:8]=1[CH2:13][CH2:14][NH:15][C:16](=[O:18])[CH3:17]. (4) Given the reactants [Cl:1][C:2]1[CH:8]=[C:7]([O:9][C:10]2[C:19]3[C:14](=[CH:15][C:16]([O:22][CH3:23])=[C:17]([O:20][CH3:21])[CH:18]=3)[N:13]=[CH:12][N:11]=2)[CH:6]=[CH:5][C:3]=1[NH2:4].[C:24]1(C)C=C[CH:27]=[CH:26][CH:25]=1.ClC(Cl)([O:34][C:35](=O)[O:36]C(Cl)(Cl)Cl)Cl.C(=O)(O)[O-].[Na+], predict the reaction product. The product is: [Cl:1][C:2]1[CH:8]=[C:7]([O:9][C:10]2[C:19]3[C:14](=[CH:15][C:16]([O:22][CH3:23])=[C:17]([O:20][CH3:21])[CH:18]=3)[N:13]=[CH:12][N:11]=2)[CH:6]=[CH:5][C:3]=1[NH:4][C:35](=[O:34])[O:36][CH2:27][CH2:26][CH2:25][CH3:24]. (5) Given the reactants [C:1]([O:5][C:6](=[O:20])[NH:7][C@@H:8]1[C:14](=[O:15])[NH:13][C:12]2[CH:16]=[CH:17][CH:18]=[CH:19][C:11]=2[NH:10][CH2:9]1)([CH3:4])([CH3:3])[CH3:2].[CH3:21][Si]([N-][Si](C)(C)C)(C)C.[Li+].CI, predict the reaction product. The product is: [C:1]([O:5][C:6](=[O:20])[NH:7][C@@H:8]1[C:14](=[O:15])[N:13]([CH3:21])[C:12]2[CH:16]=[CH:17][CH:18]=[CH:19][C:11]=2[NH:10][CH2:9]1)([CH3:4])([CH3:2])[CH3:3]. (6) Given the reactants [CH3:1][CH2:2][C@@H:3]1[NH:46][C:44](=[O:45])[C@H:43]([C@H:47]([OH:54])[C@@H:48]([CH2:50]/[CH:51]=[CH:52]/[CH3:53])[CH3:49])[N:42]([CH3:55])[C:40](=[O:41])[C@H:39]([CH:56]([CH3:58])[CH3:57])[N:38]([CH3:59])[C:36](=[O:37])[C@H:35]([CH2:60][CH:61]([CH3:63])[CH3:62])[N:34]([CH3:64])[C:32](=[O:33])[C@H:31]([CH2:65][CH:66]([CH3:68])[CH3:67])[N:30]([CH3:69])[C:28](=[O:29])[C@@H:27]([CH3:70])[NH:26][C:24](=[O:25])[C@H:23]([CH3:71])[NH:22][C:20](=[O:21])[C@H:19]([CH2:72][CH:73]([CH3:75])[CH3:74])[N:18]([CH3:76])[C:16](=[O:17])[C@H:15]([CH:77]([CH3:79])[CH3:78])[NH:14][C:12](=[O:13])[C@H:11]([CH2:80][CH:81]([CH3:83])[CH3:82])[N:10]([CH3:84])[C:8](=[O:9])[CH2:7][N:6]([CH3:85])[C:4]1=[O:5].[C:86]([O:89]C(=O)C)(=[O:88])[CH3:87], predict the reaction product. The product is: [CH3:1][CH2:2][C@@H:3]1[NH:46][C:44](=[O:45])[C@H:43]([C@H:47]([OH:54])[C@@H:48]([CH2:50]/[CH:51]=[CH:52]/[CH3:53])[CH3:49])[N:42]([CH3:55])[C:40](=[O:41])[C@H:39]([CH:56]([CH3:57])[CH3:58])[N:38]([CH3:59])[C:36](=[O:37])[C@H:35]([CH2:60][CH:61]([CH3:62])[CH3:63])[N:34]([CH3:64])[C:32](=[O:33])[C@H:31]([CH2:65][CH:66]([CH3:68])[CH3:67])[N:30]([CH3:69])[C:28](=[O:29])[C@@H:27]([CH3:70])[NH:26][C:24](=[O:25])[C@H:23]([CH3:71])[NH:22][C:20](=[O:21])[C@H:19]([CH2:72][CH:73]([CH3:75])[CH3:74])[N:18]([CH3:76])[C:16](=[O:17])[C@H:15]([CH:77]([CH3:79])[CH3:78])[NH:14][C:12](=[O:13])[C@H:11]([CH2:80][CH:81]([CH3:83])[CH3:82])[N:10]([CH3:84])[C:8](=[O:9])[CH2:7][N:6]([CH3:85])[C:4]1=[O:5].[C:86]([O-:89])(=[O:88])[CH3:87]. (7) Given the reactants [C:1]([O:5][C:6]([N:8]1[CH2:15][CH:14]2[NH:16][CH:10]([CH2:11][O:12][CH2:13]2)[CH2:9]1)=[O:7])([CH3:4])([CH3:3])[CH3:2].[F:17][C:18]1[CH:25]=[CH:24][C:21]([CH2:22]Cl)=[CH:20][CH:19]=1.C([O-])(O)=O.[Na+], predict the reaction product. The product is: [C:1]([O:5][C:6]([N:8]1[CH2:9][CH:10]2[N:16]([CH2:22][C:21]3[CH:24]=[CH:25][C:18]([F:17])=[CH:19][CH:20]=3)[CH:14]([CH2:13][O:12][CH2:11]2)[CH2:15]1)=[O:7])([CH3:4])([CH3:2])[CH3:3].